Task: Predict which catalyst facilitates the given reaction.. Dataset: Catalyst prediction with 721,799 reactions and 888 catalyst types from USPTO (1) The catalyst class is: 7. Product: [C:1]([NH:4][CH:5]([CH2:9][CH3:10])[C:6](=[O:8])[C:19]([O:21][CH2:22][CH3:23])=[O:20])(=[O:3])[CH3:2]. Reactant: [C:1]([NH:4][CH:5]([CH2:9][CH3:10])[C:6]([OH:8])=O)(=[O:3])[CH3:2].N1C=CC=CC=1.ClC(=O)[C:19]([O:21][CH2:22][CH3:23])=[O:20]. (2) Reactant: Br[C:2]1[CH:7]=[CH:6][C:5]([S:8]([NH:11][C:12]2[S:16][N:15]=[CH:14][N:13]=2)(=[O:10])=[O:9])=[CH:4][CH:3]=1.[CH3:17][C@H:18]1[CH2:23][NH:22][CH2:21][CH2:20][NH:19]1.O(C(C)(C)C)[Na]. Product: [CH3:17][C@@H:18]1[NH:19][CH2:20][CH2:21][N:22]([C:2]2[CH:7]=[CH:6][C:5]([S:8]([NH:11][C:12]3[S:16][N:15]=[CH:14][N:13]=3)(=[O:10])=[O:9])=[CH:4][CH:3]=2)[CH2:23]1. The catalyst class is: 187.